Dataset: Forward reaction prediction with 1.9M reactions from USPTO patents (1976-2016). Task: Predict the product of the given reaction. Given the reactants [NH2:1][C:2]1[CH:3]=[CH:4][C:5]([O:14][CH:15]([C:23]2[CH:28]=[CH:27][C:26]([F:29])=[CH:25][CH:24]=2)[C:16]2[CH:21]=[CH:20][C:19]([F:22])=[CH:18][CH:17]=2)=[C:6]([CH:13]=1)[C:7]([O:9][CH:10]([CH3:12])[CH3:11])=[O:8].[CH3:30][O:31][C:32]1[CH:33]=[C:34]([N:40]=[C:41]=[O:42])[CH:35]=[CH:36][C:37]=1[O:38][CH3:39], predict the reaction product. The product is: [F:29][C:26]1[CH:27]=[CH:28][C:23]([CH:15]([C:16]2[CH:21]=[CH:20][C:19]([F:22])=[CH:18][CH:17]=2)[O:14][C:5]2[CH:4]=[CH:3][C:2]([NH:1][C:41]([NH:40][C:34]3[CH:35]=[CH:36][C:37]([O:38][CH3:39])=[C:32]([O:31][CH3:30])[CH:33]=3)=[O:42])=[CH:13][C:6]=2[C:7]([O:9][CH:10]([CH3:12])[CH3:11])=[O:8])=[CH:24][CH:25]=1.